This data is from Full USPTO retrosynthesis dataset with 1.9M reactions from patents (1976-2016). The task is: Predict the reactants needed to synthesize the given product. (1) Given the product [CH3:1][N:2]([CH3:30])[C:3]([C:5]1[N:6]=[CH:7][C:8]([O:11][C:12]2[CH:13]=[C:14]([CH:19]=[C:20]([O:22][C@H:23]3[CH2:27][CH2:26][N:25]([CH3:28])[C:24]3=[O:29])[CH:21]=2)[C:15]([OH:17])=[O:16])=[N:9][CH:10]=1)=[O:4], predict the reactants needed to synthesize it. The reactants are: [CH3:1][N:2]([CH3:30])[C:3]([C:5]1[N:6]=[CH:7][C:8]([O:11][C:12]2[CH:13]=[C:14]([CH:19]=[C:20]([O:22][C@H:23]3[CH2:27][CH2:26][N:25]([CH3:28])[C:24]3=[O:29])[CH:21]=2)[C:15]([O:17]C)=[O:16])=[N:9][CH:10]=1)=[O:4].CO.[OH-].[Li+].O. (2) Given the product [Cl:1][C:2]1[CH:10]=[C:6]([C:7]([NH:21][C@H:22]([C:24]2[CH:33]=[CH:32][C:27]([C:28]([O:30][CH3:31])=[O:29])=[CH:26][CH:25]=2)[CH3:23])=[O:9])[C:5]([CH2:11][O:12][C:13]2[CH:18]=[CH:17][C:16]([F:19])=[CH:15][CH:14]=2)=[N:4][CH:3]=1, predict the reactants needed to synthesize it. The reactants are: [Cl:1][C:2]1[CH:3]=[N:4][C:5]([CH2:11][O:12][C:13]2[CH:18]=[CH:17][C:16]([F:19])=[CH:15][CH:14]=2)=[C:6]([CH:10]=1)[C:7]([OH:9])=O.Cl.[NH2:21][C@H:22]([C:24]1[CH:33]=[CH:32][C:27]([C:28]([O:30][CH3:31])=[O:29])=[CH:26][CH:25]=1)[CH3:23]. (3) Given the product [CH3:1][O:2][C:3](=[O:30])[CH2:4][C:5]1[CH:6]=[C:7]([C:13]2[CH:18]=[CH:17][C:16]([C:19]([F:22])([F:20])[F:21])=[CH:15][C:14]=2[CH2:23][N:24]([C:31](=[O:33])[CH3:32])[CH:25]2[CH2:26][CH2:27][CH2:28][CH2:29]2)[C:8]([O:11][CH3:12])=[CH:9][CH:10]=1, predict the reactants needed to synthesize it. The reactants are: [CH3:1][O:2][C:3](=[O:30])[CH2:4][C:5]1[CH:6]=[C:7]([C:13]2[CH:18]=[CH:17][C:16]([C:19]([F:22])([F:21])[F:20])=[CH:15][C:14]=2[CH2:23][NH:24][CH:25]2[CH2:29][CH2:28][CH2:27][CH2:26]2)[C:8]([O:11][CH3:12])=[CH:9][CH:10]=1.[C:31](Cl)(=[O:33])[CH3:32].